From a dataset of Full USPTO retrosynthesis dataset with 1.9M reactions from patents (1976-2016). Predict the reactants needed to synthesize the given product. (1) Given the product [Cl:1][C:2]1[CH:3]=[C:4]([N:8]([CH2:22][CH2:23][CH2:24][O:25][S:34]([CH3:33])(=[O:36])=[O:35])[CH:9]2[CH2:14][CH2:13][CH2:12][N:11]([C:15]([O:17][C:18]([CH3:19])([CH3:20])[CH3:21])=[O:16])[CH2:10]2)[CH:5]=[CH:6][CH:7]=1, predict the reactants needed to synthesize it. The reactants are: [Cl:1][C:2]1[CH:3]=[C:4]([N:8]([CH2:22][CH2:23][CH2:24][OH:25])[CH:9]2[CH2:14][CH2:13][CH2:12][N:11]([C:15]([O:17][C:18]([CH3:21])([CH3:20])[CH3:19])=[O:16])[CH2:10]2)[CH:5]=[CH:6][CH:7]=1.CCN(CC)CC.[CH3:33][S:34](Cl)(=[O:36])=[O:35].O. (2) Given the product [C:13]([C:8]1[CH:7]=[C:6]2[C:11]([C:12]([C:16]3[CH:26]=[CH:25][C:19]([C:20]([O:22][CH2:23][CH3:24])=[O:21])=[CH:18][N:17]=3)=[C:4]([OH:3])[NH:5]2)=[CH:10][CH:9]=1)#[N:14], predict the reactants needed to synthesize it. The reactants are: [H-].[Na+].[O:3]=[C:4]1[CH2:12][C:11]2[C:6](=[CH:7][C:8]([C:13]#[N:14])=[CH:9][CH:10]=2)[NH:5]1.Cl[C:16]1[CH:26]=[CH:25][C:19]([C:20]([O:22][CH2:23][CH3:24])=[O:21])=[CH:18][N+:17]=1[O-].P(Cl)(Cl)Cl. (3) Given the product [F:1][C:2]1[CH:3]=[CH:4][C:5]([CH2:8][C:9]2[C:11]3[C:12](=[O:33])[N:13]([C:22]4[CH:27]=[CH:26][CH:25]=[C:24]([O:28][C:29]([F:32])([F:30])[F:31])[CH:23]=4)[C:14]4[N:15]=[CH:16][CH:17]=[CH:18][C:19]=4[C:20]=3[NH:36][N:35]=2)=[CH:6][CH:7]=1, predict the reactants needed to synthesize it. The reactants are: [F:1][C:2]1[CH:7]=[CH:6][C:5]([CH2:8][C:9]([C:11]2[C:12](=[O:33])[N:13]([C:22]3[CH:27]=[CH:26][CH:25]=[C:24]([O:28][C:29]([F:32])([F:31])[F:30])[CH:23]=3)[C:14]3[C:19]([C:20]=2O)=[CH:18][CH:17]=[CH:16][N:15]=3)=O)=[CH:4][CH:3]=1.O.[NH2:35][NH2:36].C(=O)([O-])O.[Na+]. (4) Given the product [NH2:1][C:2]1[C:7]([C:8]([C:10]2[CH:15]=[CH:14][CH:13]=[C:12]([Br:16])[N:11]=2)=[O:9])=[CH:6][C:5]([Br:17])=[CH:4][N:3]=1, predict the reactants needed to synthesize it. The reactants are: [NH2:1][C:2]1[C:7]([C:8]([C:10]2[CH:15]=[CH:14][CH:13]=[C:12]([Br:16])[N:11]=2)=[O:9])=[CH:6][CH:5]=[CH:4][N:3]=1.[Br:17]N1C(=O)CCC1=O. (5) Given the product [CH:32]1([CH2:31][N:16]([C:4]2[CH:3]=[C:14]3[C:15]4[CH:10]([CH2:11][CH2:12][CH2:13]3)[CH2:9][CH2:8][CH2:7][C:6]=4[CH:5]=2)[C:17]2[N:18]=[CH:19][C:20]([C:23]([OH:25])=[O:24])=[CH:21][N:22]=2)[CH2:30][CH2:29]1, predict the reactants needed to synthesize it. The reactants are: [H-].[Na+].[CH:3]1[C:14]2=[C:15]3[CH:10]([CH2:11][CH2:12][CH2:13]2)[CH2:9][CH2:8][CH2:7][C:6]3=[CH:5][C:4]=1[NH:16][C:17]1[N:22]=[CH:21][C:20]([C:23]([O:25]CC)=[O:24])=[CH:19][N:18]=1.Br[CH2:29][CH:30]1[CH2:32][CH2:31]1.[Cl-].[NH4+]. (6) Given the product [CH3:1][O:2][C:3]1[C:4]([NH:28][C:4]2[CH:3]=[CH:8][N:7]=[CH:6][N:5]=2)=[N:5][C:6]([C:9]2[C:17]3[C:12](=[CH:13][CH:14]=[CH:15][CH:16]=3)[N:11]([CH2:18][C:19]3[CH:20]=[CH:21][C:22]([CH2:25][CH2:26][CH3:27])=[CH:23][CH:24]=3)[N:10]=2)=[N:7][CH:8]=1, predict the reactants needed to synthesize it. The reactants are: [CH3:1][O:2][C:3]1[C:4]([NH2:28])=[N:5][C:6]([C:9]2[C:17]3[C:12](=[CH:13][CH:14]=[CH:15][CH:16]=3)[N:11]([CH2:18][C:19]3[CH:24]=[CH:23][C:22]([CH2:25][CH2:26][CH3:27])=[CH:21][CH:20]=3)[N:10]=2)=[N:7][CH:8]=1.Cl.O.ClCCl. (7) The reactants are: [CH2:1]([N:3]1[CH2:9][CH2:8][CH2:7][NH:6][CH2:5][CH2:4]1)[CH3:2].Cl[C:11]1[N:12]=[CH:13][C:14]([C:17]([NH:19][C:20]2[NH:21][N:22]=[C:23]([CH2:25][CH2:26][C:27]3[CH:32]=[C:31]([O:33][CH3:34])[CH:30]=[C:29]([O:35][CH3:36])[CH:28]=3)[CH:24]=2)=[O:18])=[N:15][CH:16]=1. Given the product [CH3:36][O:35][C:29]1[CH:28]=[C:27]([CH2:26][CH2:25][C:23]2[CH:24]=[C:20]([NH:19][C:17]([C:14]3[CH:13]=[N:12][C:11]([N:6]4[CH2:7][CH2:8][CH2:9][N:3]([CH2:1][CH3:2])[CH2:4][CH2:5]4)=[CH:16][N:15]=3)=[O:18])[NH:21][N:22]=2)[CH:32]=[C:31]([O:33][CH3:34])[CH:30]=1, predict the reactants needed to synthesize it. (8) Given the product [NH2:28][CH2:27][C:25]1[CH:26]=[C:17]2[CH:16]=[N:15][N:14]([C:11]3[CH:12]=[CH:13][C:8]([F:7])=[CH:9][CH:10]=3)[C:18]2=[C:19]2[C:24]=1[CH:23]=[N:22][CH:21]=[CH:20]2, predict the reactants needed to synthesize it. The reactants are: [H-].[H-].[H-].[H-].[Li+].[Al+3].[F:7][C:8]1[CH:13]=[CH:12][C:11]([N:14]2[C:18]3=[C:19]4[C:24](=[C:25]([C:27]#[N:28])[CH:26]=[C:17]3[CH:16]=[N:15]2)[CH:23]=[N:22][CH:21]=[CH:20]4)=[CH:10][CH:9]=1.O.[OH-].[Na+]. (9) Given the product [CH2:1]([P:3]([OH:4])([CH2:6][C:7]([OH:9])=[O:8])=[O:5])[CH3:2], predict the reactants needed to synthesize it. The reactants are: [CH2:1]([P:3]([CH2:6][CH2:7][OH:8])(=[O:5])[OH:4])[CH3:2].[OH-:9].[Na+].C.OO.